Dataset: Catalyst prediction with 721,799 reactions and 888 catalyst types from USPTO. Task: Predict which catalyst facilitates the given reaction. (1) Reactant: [CH2:1]([N:3]1[CH2:8][C:7]([CH3:10])([CH3:9])[O:6][C:5](=[O:11])[CH:4]1[CH2:12][C:13]([OH:15])=O)[CH3:2].C(N(C(C)C)CC)(C)C.CN(C(ON1N=NC2C=CC=NC1=2)=[N+](C)C)C.F[P-](F)(F)(F)(F)F.[CH2:49]([NH2:56])[C:50]1[CH:55]=[CH:54][CH:53]=[CH:52][CH:51]=1. Product: [CH2:49]([NH:56][C:13](=[O:15])[CH2:12][CH:4]1[C:5](=[O:11])[O:6][C:7]([CH3:9])([CH3:10])[CH2:8][N:3]1[CH2:1][CH3:2])[C:50]1[CH:55]=[CH:54][CH:53]=[CH:52][CH:51]=1. The catalyst class is: 3. (2) Reactant: Br[C:2]1[C:7](=[O:8])[N:6]([CH2:9][C:10]2[CH:15]=[CH:14][C:13]([O:16][CH3:17])=[CH:12][CH:11]=2)[N:5]=[C:4]([CH2:18][N:19]2[C:24](=[O:25])[C:23]([O:26][C:27]3[CH:28]=[C:29]([CH:32]=[C:33]([Cl:35])[CH:34]=3)[C:30]#[N:31])=[C:22]([C:36]([F:39])([F:38])[F:37])[N:21]=[CH:20]2)[CH:3]=1.[NH:40]1[CH:44]=[CH:43][CH:42]=[N:41]1.C(=O)([O-])[O-].[K+].[K+]. Product: [Cl:35][C:33]1[CH:32]=[C:29]([CH:28]=[C:27]([O:26][C:23]2[C:24](=[O:25])[N:19]([CH2:18][C:4]3[CH:3]=[C:2]([N:40]4[CH:44]=[CH:43][CH:42]=[N:41]4)[C:7](=[O:8])[N:6]([CH2:9][C:10]4[CH:15]=[CH:14][C:13]([O:16][CH3:17])=[CH:12][CH:11]=4)[N:5]=3)[CH:20]=[N:21][C:22]=2[C:36]([F:39])([F:38])[F:37])[CH:34]=1)[C:30]#[N:31]. The catalyst class is: 6. (3) Reactant: ClN1C(=O)CCC1=O.[Br:9][C:10]1[C:19]2[C:14](=[CH:15][CH:16]=[CH:17][CH:18]=2)[C:13]([CH:20]=[N:21][OH:22])=[CH:12][CH:11]=1.[F:23][C:24]([F:42])([F:41])[C:25]1[CH:30]=[C:29]([C:31]([C:33]([F:36])([F:35])[F:34])=[CH2:32])[CH:28]=[C:27]([C:37]([F:40])([F:39])[F:38])[CH:26]=1.C(N(CC)CC)C. Product: [F:23][C:24]([F:41])([F:42])[C:25]1[CH:30]=[C:29]([C:31]2([C:33]([F:36])([F:35])[F:34])[O:22][N:21]=[C:20]([C:13]3[C:14]4[C:19](=[CH:18][CH:17]=[CH:16][CH:15]=4)[C:10]([Br:9])=[CH:11][CH:12]=3)[CH2:32]2)[CH:28]=[C:27]([C:37]([F:38])([F:39])[F:40])[CH:26]=1. The catalyst class is: 35. (4) Reactant: [N:1]([C:4]1[C:19]([O:20]CC2C=CC=CC=2)=[CH:18][C:7]([C:8]([O:10]CC2C=CC=CC=2)=[O:9])=[C:6]([NH:28][C:29]2[CH:34]=[CH:33][CH:32]=[CH:31][C:30]=2[Cl:35])[C:5]=1[F:36])=[N+]=[N-].[H][H]. Product: [NH2:1][C:4]1[C:19]([OH:20])=[CH:18][C:7]([C:8]([OH:10])=[O:9])=[C:6]([NH:28][C:29]2[CH:34]=[CH:33][CH:32]=[CH:31][C:30]=2[Cl:35])[C:5]=1[F:36]. The catalyst class is: 19. (5) Reactant: [F:1][C:2]([F:34])([F:33])[S:3]([NH:6][C:7]1[CH:12]=[CH:11][C:10]([O:13][C:14]2[C:23]3[C:18](=[CH:19][C:20]([O:24]C)=[CH:21][CH:22]=3)[CH:17]=[C:16]([CH3:26])[C:15]=2[C:27]2[CH:32]=[CH:31][CH:30]=[CH:29][CH:28]=2)=[CH:9][CH:8]=1)(=[O:5])=[O:4].B(Br)(Br)Br. Product: [F:33][C:2]([F:1])([F:34])[S:3]([NH:6][C:7]1[CH:12]=[CH:11][C:10]([O:13][C:14]2[C:23]3[C:18](=[CH:19][C:20]([OH:24])=[CH:21][CH:22]=3)[CH:17]=[C:16]([CH3:26])[C:15]=2[C:27]2[CH:32]=[CH:31][CH:30]=[CH:29][CH:28]=2)=[CH:9][CH:8]=1)(=[O:4])=[O:5]. The catalyst class is: 2. (6) Reactant: CS(O[CH2:6][CH2:7][CH2:8][N:9]1[CH:13]=[CH:12][N:11]=[C:10]1[CH2:14][N:15]([CH2:30][C:31]1[CH:36]=[CH:35][C:34]([CH2:37][C:38]([O:40][CH3:41])=[O:39])=[CH:33][CH:32]=1)[CH2:16][C:17]1[N:18]([CH2:22][O:23][CH2:24][CH2:25][Si:26]([CH3:29])([CH3:28])[CH3:27])[CH:19]=[CH:20][N:21]=1)(=O)=O.C(N(C(C)C)CC)(C)C.[CH2:51]1[C:55]2([CH2:60][CH2:59][N:58]([C:61]([O:63][C:64]([CH3:67])([CH3:66])[CH3:65])=[O:62])[CH2:57][CH2:56]2)[CH2:54][CH2:53][NH:52]1.O. Product: [CH3:41][O:40][C:38](=[O:39])[CH2:37][C:34]1[CH:33]=[CH:32][C:31]([CH2:30][N:15]([CH2:14][C:10]2[N:9]([CH2:8][CH2:7][CH2:6][N:52]3[CH2:53][CH2:54][C:55]4([CH2:60][CH2:59][N:58]([C:61]([O:63][C:64]([CH3:67])([CH3:66])[CH3:65])=[O:62])[CH2:57][CH2:56]4)[CH2:51]3)[CH:13]=[CH:12][N:11]=2)[CH2:16][C:17]2[N:18]([CH2:22][O:23][CH2:24][CH2:25][Si:26]([CH3:27])([CH3:28])[CH3:29])[CH:19]=[CH:20][N:21]=2)=[CH:36][CH:35]=1. The catalyst class is: 10. (7) Reactant: Cl.[Cl:2][C:3]1[CH:8]=[CH:7][CH:6]=[CH:5][C:4]=1[C:9]1[N:10]([CH2:26][CH2:27][S:28]([CH3:31])(=[O:30])=[O:29])[C:11]2[C:16]([N:17]=1)=[C:15]([N:18]1[CH2:23][CH2:22][N:21]([CH3:24])[CH2:20][CH2:19]1)[N:14]=[C:13]([CH3:25])[N:12]=2. Product: [ClH:2].[Cl:2][C:3]1[CH:8]=[CH:7][CH:6]=[CH:5][C:4]=1[C:9]1[N:10]([CH2:26][CH2:27][S:28]([CH3:31])(=[O:30])=[O:29])[C:11]2[C:16]([N:17]=1)=[C:15]([N:18]1[CH2:23][CH2:22][N:21]([CH3:24])[CH2:20][CH2:19]1)[N:14]=[C:13]([CH3:25])[N:12]=2. The catalyst class is: 28. (8) Reactant: CCOC(C)=O.[O:7]=[C:8]1[CH2:17][CH2:16][C:15]2[C:10](=[CH:11][C:12]([CH2:18][N:19]3[CH2:24][CH2:23][CH:22]([NH:25]C(=O)OC(C)(C)C)[CH2:21][CH2:20]3)=[CH:13][CH:14]=2)[NH:9]1.Cl.CCOC(C)=O.C(Cl)(Cl)Cl. Product: [NH2:25][CH:22]1[CH2:23][CH2:24][N:19]([CH2:18][C:12]2[CH:11]=[C:10]3[C:15]([CH2:16][CH2:17][C:8](=[O:7])[NH:9]3)=[CH:14][CH:13]=2)[CH2:20][CH2:21]1. The catalyst class is: 6.